This data is from Full USPTO retrosynthesis dataset with 1.9M reactions from patents (1976-2016). The task is: Predict the reactants needed to synthesize the given product. (1) Given the product [Cl:27][C:24]1[CH:25]=[CH:26][C:11]([NH:10][C:38]([C:30]2[CH:29]=[N:28][C:37]3[C:32]([CH:31]=2)=[CH:33][CH:34]=[CH:35][CH:36]=3)=[O:39])=[C:12]([C:13]([NH:15][CH2:16][CH:17]2[CH2:22][CH2:21][CH2:20][CH2:19][CH2:18]2)=[O:14])[CH:23]=1, predict the reactants needed to synthesize it. The reactants are: C(N(C(C)C)CC)(C)C.[NH2:10][C:11]1[CH:26]=[CH:25][C:24]([Cl:27])=[CH:23][C:12]=1[C:13]([NH:15][CH2:16][CH:17]1[CH2:22][CH2:21][CH2:20][CH2:19][CH2:18]1)=[O:14].[N:28]1[C:37]2[C:32](=[CH:33][CH:34]=[CH:35][CH:36]=2)[CH:31]=[C:30]([C:38](O)=[O:39])[CH:29]=1.CN(C(ON1N=NC2C=CC=NC1=2)=[N+](C)C)C.F[P-](F)(F)(F)(F)F. (2) Given the product [Cl:1][C:2]1[CH:7]=[C:6]([Cl:8])[C:5]([O:9][CH3:10])=[CH:4][C:3]=1[NH:11][C:12]1[C:21]2[C:16](=[CH:17][C:18]([O:32][CH2:31][CH2:30][O:29][CH3:28])=[C:19]([O:22][CH2:23][CH3:24])[CH:20]=2)[N:15]=[CH:14][C:13]=1[C:26]#[N:27], predict the reactants needed to synthesize it. The reactants are: [Cl:1][C:2]1[CH:7]=[C:6]([Cl:8])[C:5]([O:9][CH3:10])=[CH:4][C:3]=1[NH:11][C:12]1[C:21]2[C:16](=[CH:17][C:18](F)=[C:19]([O:22][CH2:23][CH3:24])[CH:20]=2)[N:15]=[CH:14][C:13]=1[C:26]#[N:27].[CH3:28][O:29][CH2:30][CH2:31][OH:32].